This data is from Full USPTO retrosynthesis dataset with 1.9M reactions from patents (1976-2016). The task is: Predict the reactants needed to synthesize the given product. Given the product [CH3:31][CH:30]1[C:29]2[C:28](=[CH:27][CH:26]=[CH:25][CH:24]=2)[NH:43][CH:40]1[CH3:41], predict the reactants needed to synthesize it. The reactants are: NC(OCC)=O.C(N(CC)CC)C.[C:24](O)(=O)[CH2:25][CH2:26][CH2:27][CH2:28][CH2:29][CH2:30][CH2:31]CC[CH2:24][CH2:25][CH2:26][CH2:27][CH2:28][CH2:29][CH2:30][CH3:31].OCC(CO)O.[CH2:40]([NH2:43])[CH2:41]N.